Dataset: Experimentally validated miRNA-target interactions with 360,000+ pairs, plus equal number of negative samples. Task: Binary Classification. Given a miRNA mature sequence and a target amino acid sequence, predict their likelihood of interaction. The miRNA is ssc-miR-181d-5p with sequence AACAUUCAUUGUUGUCGGUGGGUU. The protein sequence of the target gene is MNYMPGTASLIEDIDKKHLVLLRDGRTLIGFLRSIDQFANLVLHQTVERIHVGKKYGDIPRGIFVVRGENVVLLGEIDLEKESDTPLQQVSIEEILEEQRVEQQTKLEAEKLKVQALKDRGLSIPRADTLDEY. Result: 0 (no interaction).